From a dataset of Full USPTO retrosynthesis dataset with 1.9M reactions from patents (1976-2016). Predict the reactants needed to synthesize the given product. (1) Given the product [CH3:22][O:21][C:19]1[CH:18]=[C:17]([CH:16]=[C:15]([O:14][CH3:13])[CH:20]=1)[O:23][C:2]1[CH:7]=[CH:6][CH:5]=[C:4]([F:8])[C:3]=1[CH2:9][C:10]([OH:12])=[O:11], predict the reactants needed to synthesize it. The reactants are: Cl[C:2]1[CH:7]=[CH:6][CH:5]=[C:4]([F:8])[C:3]=1[CH2:9][C:10]([OH:12])=[O:11].[CH3:13][O:14][C:15]1[CH:16]=[C:17]([OH:23])[CH:18]=[C:19]([O:21][CH3:22])[CH:20]=1.C(=O)([O-])[O-].[K+].[K+]. (2) Given the product [CH3:37][S:34]([C:26]1[CH:25]=[C:24]([S:21]([NH:20][CH:19]2[C:13]3[CH:12]=[CH:11][CH:10]=[C:9]([O:8][CH2:7][C:6]([OH:38])=[O:5])[C:14]=3[CH2:15][CH2:16][CH2:17][CH2:18]2)(=[O:22])=[O:23])[CH:29]=[C:28]([C:30]([F:32])([F:31])[F:33])[CH:27]=1)(=[O:36])=[O:35], predict the reactants needed to synthesize it. The reactants are: C([O:5][C:6](=[O:38])[CH2:7][O:8][C:9]1[C:14]2[CH2:15][CH2:16][CH2:17][CH2:18][CH:19]([NH:20][S:21]([C:24]3[CH:29]=[C:28]([C:30]([F:33])([F:32])[F:31])[CH:27]=[C:26]([S:34]([CH3:37])(=[O:36])=[O:35])[CH:25]=3)(=[O:23])=[O:22])[C:13]=2[CH:12]=[CH:11][CH:10]=1)(C)(C)C.[OH-].[Na+].